Dataset: Reaction yield outcomes from USPTO patents with 853,638 reactions. Task: Predict the reaction yield, written as a fraction of the theoretical maximum amount of product (1.0 means a 100% yield; for example, 0.34 means a 34% yield). The reactants are [NH2:1][C:2]1[C:17]([C:18]([F:21])([F:20])[F:19])=[CH:16][CH:15]=[CH:14][C:3]=1[C:4]([NH:6][C:7]1[CH:12]=[CH:11][CH:10]=[CH:9][C:8]=1[Cl:13])=[O:5].[Cl:22][CH2:23][C:24](Cl)=O. The catalyst is C(O)(=O)C. The product is [Cl:22][CH2:23][C:24]1[N:6]([C:7]2[CH:12]=[CH:11][CH:10]=[CH:9][C:8]=2[Cl:13])[C:4](=[O:5])[C:3]2[C:2](=[C:17]([C:18]([F:21])([F:19])[F:20])[CH:16]=[CH:15][CH:14]=2)[N:1]=1. The yield is 0.610.